From a dataset of Forward reaction prediction with 1.9M reactions from USPTO patents (1976-2016). Predict the product of the given reaction. (1) The product is: [CH2:1]([O:8][CH2:9][C@@H:10]1[N:14]([C:15](=[O:36])[CH2:16][C:17]2[CH:22]=[CH:21][C:20]([NH:23][C:24]([NH:26][C:27]3[CH:32]=[CH:31][CH:30]=[CH:29][C:28]=3[CH3:33])=[O:25])=[C:19]([O:34][CH3:35])[CH:18]=2)[C@H:13]([CH2:37][O:38][C:39]2[CH:40]=[C:41]([CH:46]=[CH:47][CH:48]=2)[C:42]([OH:44])=[O:43])[CH2:12][CH2:11]1)[C:2]1[CH:7]=[CH:6][CH:5]=[CH:4][CH:3]=1. Given the reactants [CH2:1]([O:8][CH2:9][C@@H:10]1[N:14]([C:15](=[O:36])[CH2:16][C:17]2[CH:22]=[CH:21][C:20]([NH:23][C:24]([NH:26][C:27]3[CH:32]=[CH:31][CH:30]=[CH:29][C:28]=3[CH3:33])=[O:25])=[C:19]([O:34][CH3:35])[CH:18]=2)[C@H:13]([CH2:37][O:38][C:39]2[CH:40]=[C:41]([CH:46]=[CH:47][CH:48]=2)[C:42]([O:44]C)=[O:43])[CH2:12][CH2:11]1)[C:2]1[CH:7]=[CH:6][CH:5]=[CH:4][CH:3]=1.[OH-].[Na+].Cl, predict the reaction product. (2) Given the reactants I[C:2]1[CH:18]=[CH:17][C:5]2[O:6][CH2:7][CH2:8][C:9]3[N:10]([N:11]=[C:12]([C:14]([NH2:16])=[O:15])[CH:13]=3)[C:4]=2[CH:3]=1.[C:19]([C:21]1([OH:27])[CH2:25][CH2:24][CH2:23][CH:22]1[F:26])#[CH:20], predict the reaction product. The product is: [F:26][CH:22]1[CH2:23][CH2:24][CH2:25][C:21]1([C:19]#[C:20][C:2]1[CH:18]=[CH:17][C:5]2[O:6][CH2:7][CH2:8][C:9]3[N:10]([N:11]=[C:12]([C:14]([NH2:16])=[O:15])[CH:13]=3)[C:4]=2[CH:3]=1)[OH:27]. (3) Given the reactants [Br:1][C:2]1[CH:3]=[CH:4][C:5]([C:8]2[CH2:12][C@@H:11]([CH2:13]Cl)[O:10][N:9]=2)=[N:6][CH:7]=1.[CH2:15]([CH2:17][NH2:18])[OH:16].CS(C)=O, predict the reaction product. The product is: [Br:1][C:2]1[CH:3]=[CH:4][C:5]([C:8]2[CH2:12][C@@H:11]([CH2:13][NH:18][CH2:17][CH2:15][OH:16])[O:10][N:9]=2)=[N:6][CH:7]=1.